Dataset: Reaction yield outcomes from USPTO patents with 853,638 reactions. Task: Predict the reaction yield, written as a fraction of the theoretical maximum amount of product (1.0 means a 100% yield; for example, 0.34 means a 34% yield). (1) The reactants are [F:1][C:2]1[CH:7]=[C:6]([N:8]2[CH2:12][CH2:11][NH:10][C:9]2=[O:13])[CH:5]=[CH:4][C:3]=1[N:14]1[CH:19]=[C:18]([O:20][CH3:21])[C:17](=[O:22])[C:16]([C:23]2[N:27]([C:28]3[CH:33]=[CH:32][CH:31]=[CH:30][CH:29]=3)[N:26]=[CH:25][CH:24]=2)=[N:15]1.Cl[C:35]([F:40])([F:39])C([O-])=O.[Na+].C1OCCOCCOCCOCCOCCOC1. The catalyst is C(#N)C. The product is [F:39][CH:35]([F:40])[N:10]1[CH2:11][CH2:12][N:8]([C:6]2[CH:5]=[CH:4][C:3]([N:14]3[CH:19]=[C:18]([O:20][CH3:21])[C:17](=[O:22])[C:16]([C:23]4[N:27]([C:28]5[CH:29]=[CH:30][CH:31]=[CH:32][CH:33]=5)[N:26]=[CH:25][CH:24]=4)=[N:15]3)=[C:2]([F:1])[CH:7]=2)[C:9]1=[O:13]. The yield is 0.0230. (2) The catalyst is CN(C=O)C. The yield is 0.740. The reactants are O.Cl.[C:3]([NH2:11])(=[NH:10])[C:4]1[CH:9]=[CH:8][CH:7]=[CH:6][CH:5]=1.[Na].[CH3:13][O:14][C:15](=[O:24])[C:16]([CH:19](OC)OC)=[CH:17]O.O. The product is [CH3:13][O:14][C:15]([C:16]1[CH:17]=[N:10][C:3]([C:4]2[CH:9]=[CH:8][CH:7]=[CH:6][CH:5]=2)=[N:11][CH:19]=1)=[O:24]. (3) The reactants are [Br:1][C:2]1[C:11]2[C:6](=[CH:7][CH:8]=[CH:9][CH:10]=2)[CH:5]=[C:4]([NH2:12])[N:3]=1.CCN(CC)CC.[F:20][C:21]1([F:36])[O:25][C:24]2[CH:26]=[CH:27][C:28]([C:30]3([C:33](Cl)=[O:34])[CH2:32][CH2:31]3)=[CH:29][C:23]=2[O:22]1. The catalyst is ClCCl. The product is [Br:1][C:2]1[C:11]2[C:6](=[CH:7][CH:8]=[CH:9][CH:10]=2)[CH:5]=[C:4]([NH:12][C:33]([C:30]2([C:28]3[CH:27]=[CH:26][C:24]4[O:25][C:21]([F:36])([F:20])[O:22][C:23]=4[CH:29]=3)[CH2:32][CH2:31]2)=[O:34])[N:3]=1. The yield is 0.700. (4) The reactants are CN([CH:4]=[C:5]1[C:11](=O)[C:10]2[CH:13]=[CH:14][CH:15]=[CH:16][C:9]=2[NH:8][C:7](=[O:17])[CH2:6]1)C.Cl.[C:19]([NH2:24])(=[NH:23])[CH2:20][CH2:21][CH3:22]. No catalyst specified. The product is [CH2:20]([C:19]1[N:23]=[CH:4][C:5]2[CH2:6][C:7](=[O:17])[NH:8][C:9]3[CH:16]=[CH:15][CH:14]=[CH:13][C:10]=3[C:11]=2[N:24]=1)[CH2:21][CH3:22]. The yield is 0.840. (5) The reactants are [N:1]1[CH:6]=[CH:5][CH:4]=[N:3][C:2]=1[C:7]1[CH:12]=[CH:11][C:10]([CH2:13][OH:14])=[CH:9][CH:8]=1.[H-].[Na+].[CH2:17]([O:19]C(OCC)CBr)[CH3:18].Cl.[OH-].[Na+]. The catalyst is CN(C=O)C.[I-].C([N+](CCCC)(CCCC)CCCC)CCC.C(O)C. The product is [N:1]1[CH:6]=[CH:5][CH:4]=[N:3][C:2]=1[C:7]1[CH:12]=[CH:11][C:10]([CH2:13][O:14][CH2:18][CH:17]=[O:19])=[CH:9][CH:8]=1. The yield is 0.120.